Predict the product of the given reaction. From a dataset of Forward reaction prediction with 1.9M reactions from USPTO patents (1976-2016). (1) The product is: [CH2:17]1[CH2:16][O:15][C:12]2[CH:13]=[CH:14][C:9]([NH:8][C:6]3[C:5]([F:19])=[CH:4][N:3]=[C:2]([NH:24][C:23]4[CH:22]=[C:21]([F:20])[CH:27]=[C:26]([F:28])[CH:25]=4)[N:7]=3)=[CH:10][C:11]=2[O:18]1. Given the reactants Cl[C:2]1[N:7]=[C:6]([NH:8][C:9]2[CH:14]=[CH:13][C:12]3[O:15][CH2:16][CH2:17][O:18][C:11]=3[CH:10]=2)[C:5]([F:19])=[CH:4][N:3]=1.[F:20][C:21]1[CH:22]=[C:23]([CH:25]=[C:26]([F:28])[CH:27]=1)[NH2:24], predict the reaction product. (2) Given the reactants [C:1]([O:5][C:6]([N:8]1[CH2:13][CH2:12][CH:11]([CH2:14][CH2:15][N:16]2[CH2:21][CH2:20][N:19]([C:22]3[CH:27]=[CH:26][C:25]([C:28]([OH:30])=O)=[CH:24][CH:23]=3)[CH2:18][CH2:17]2)[CH2:10][CH2:9]1)=[O:7])([CH3:4])([CH3:3])[CH3:2].N.O1CCOCC1.CC[N:40](CC)CC.CN(C(ON1N=NC2C=CC=CC1=2)=[N+](C)C)C.F[P-](F)(F)(F)(F)F, predict the reaction product. The product is: [C:1]([O:5][C:6]([N:8]1[CH2:9][CH2:10][CH:11]([CH2:14][CH2:15][N:16]2[CH2:17][CH2:18][N:19]([C:22]3[CH:27]=[CH:26][C:25]([C:28](=[O:30])[NH2:40])=[CH:24][CH:23]=3)[CH2:20][CH2:21]2)[CH2:12][CH2:13]1)=[O:7])([CH3:4])([CH3:3])[CH3:2]. (3) The product is: [Br:10][C:6]1[CH:7]=[C:8]([NH:9][S:17]([C:11]2[CH:16]=[CH:15][CH:14]=[CH:13][CH:12]=2)(=[O:19])=[O:18])[C:3]([O:2][CH3:1])=[N:4][CH:5]=1. Given the reactants [CH3:1][O:2][C:3]1[C:8]([NH2:9])=[CH:7][C:6]([Br:10])=[CH:5][N:4]=1.[C:11]1([S:17](Cl)(=[O:19])=[O:18])[CH:16]=[CH:15][CH:14]=[CH:13][CH:12]=1, predict the reaction product. (4) Given the reactants [NH:1]1[C:5](=[O:6])[CH2:4][CH2:3][C@H:2]1[C:7]([OH:9])=[O:8].OS(O)(=O)=O.[CH3:15][C:16](=[CH2:18])[CH3:17].C(=O)=O.CC(C)=O.[OH-].[Na+], predict the reaction product. The product is: [C:16]([O:8][C:7]([C@@H:2]1[CH2:3][CH2:4][C:5](=[O:6])[NH:1]1)=[O:9])([CH3:18])([CH3:17])[CH3:15].